Dataset: Full USPTO retrosynthesis dataset with 1.9M reactions from patents (1976-2016). Task: Predict the reactants needed to synthesize the given product. Given the product [Cl:20][C:16]1[CH:15]=[C:14]([NH:13][C:11]2[O:12][C:8]([C:5]3[CH:4]=[C:3]([NH2:21])[C:2]([NH2:1])=[CH:7][CH:6]=3)=[N:9][N:10]=2)[CH:19]=[CH:18][CH:17]=1, predict the reactants needed to synthesize it. The reactants are: [NH2:1][C:2]1[CH:7]=[CH:6][C:5]([C:8]2[O:12][C:11]([NH:13][C:14]3[CH:19]=[CH:18][CH:17]=[C:16]([Cl:20])[CH:15]=3)=[N:10][N:9]=2)=[CH:4][C:3]=1[N+:21]([O-])=O.